From a dataset of NCI-60 drug combinations with 297,098 pairs across 59 cell lines. Regression. Given two drug SMILES strings and cell line genomic features, predict the synergy score measuring deviation from expected non-interaction effect. (1) Synergy scores: CSS=47.7, Synergy_ZIP=-3.92, Synergy_Bliss=-3.73, Synergy_Loewe=-1.66, Synergy_HSA=0.673. Cell line: ACHN. Drug 1: C1C(C(OC1N2C=NC(=NC2=O)N)CO)O. Drug 2: CC1C(C(CC(O1)OC2CC(CC3=C2C(=C4C(=C3O)C(=O)C5=C(C4=O)C(=CC=C5)OC)O)(C(=O)CO)O)N)O.Cl. (2) Drug 1: C1=C(C(=O)NC(=O)N1)N(CCCl)CCCl. Drug 2: CC1CCC2CC(C(=CC=CC=CC(CC(C(=O)C(C(C(=CC(C(=O)CC(OC(=O)C3CCCCN3C(=O)C(=O)C1(O2)O)C(C)CC4CCC(C(C4)OC)OCCO)C)C)O)OC)C)C)C)OC. Cell line: M14. Synergy scores: CSS=53.3, Synergy_ZIP=6.44, Synergy_Bliss=9.03, Synergy_Loewe=5.40, Synergy_HSA=8.59.